Dataset: Peptide-MHC class II binding affinity with 134,281 pairs from IEDB. Task: Regression. Given a peptide amino acid sequence and an MHC pseudo amino acid sequence, predict their binding affinity value. This is MHC class II binding data. (1) The peptide sequence is IVQKRGIVKENIIDLT. The MHC is DRB5_0101 with pseudo-sequence DRB5_0101. The binding affinity (normalized) is 0.594. (2) The peptide sequence is PSSQVSFQQPLQQYPLGQGS. The MHC is DRB1_0301 with pseudo-sequence DRB1_0301. The binding affinity (normalized) is 0. (3) The peptide sequence is TAAVELARALVRAVA. The MHC is HLA-DQA10301-DQB10302 with pseudo-sequence HLA-DQA10301-DQB10302. The binding affinity (normalized) is 0.213. (4) The peptide sequence is YLEEHPSAGKDPKKT. The MHC is DRB1_0802 with pseudo-sequence DRB1_0802. The binding affinity (normalized) is 0. (5) The peptide sequence is VRKVCYNAVLTHVKI. The MHC is DRB3_0202 with pseudo-sequence DRB3_0202. The binding affinity (normalized) is 0.851. (6) The peptide sequence is RSLRTVTPIRMQGGY. The MHC is HLA-DPA10301-DPB10402 with pseudo-sequence HLA-DPA10301-DPB10402. The binding affinity (normalized) is 0.308. (7) The peptide sequence is AAYLATRGLDVVDAV. The MHC is HLA-DQA10102-DQB10502 with pseudo-sequence HLA-DQA10102-DQB10502. The binding affinity (normalized) is 0.507. (8) The peptide sequence is PGPNITATYGGKWLD. The MHC is DRB1_1001 with pseudo-sequence DRB1_1001. The binding affinity (normalized) is 0.148. (9) The binding affinity (normalized) is 0.874. The MHC is DRB1_0701 with pseudo-sequence DRB1_0701. The peptide sequence is YYAIHKASPVLAFPA. (10) The peptide sequence is GLALSHLNAMSKVRK. The MHC is HLA-DQA10201-DQB10402 with pseudo-sequence HLA-DQA10201-DQB10402. The binding affinity (normalized) is 0.528.